Dataset: Forward reaction prediction with 1.9M reactions from USPTO patents (1976-2016). Task: Predict the product of the given reaction. (1) Given the reactants Br[C:2]1[CH:7]=[CH:6][C:5]([C:8]2[N:9]=[C:10]3[CH:15]=[C:14]([NH:16][CH3:17])[CH:13]=[CH:12][N:11]3[CH:18]=2)=[CH:4][CH:3]=1.Cl.[F:20][CH2:21][CH2:22][NH2:23], predict the reaction product. The product is: [F:20][CH2:21][CH2:22][NH:23][C:2]1[CH:7]=[CH:6][C:5]([C:8]2[N:9]=[C:10]3[CH:15]=[C:14]([NH:16][CH3:17])[CH:13]=[CH:12][N:11]3[CH:18]=2)=[CH:4][CH:3]=1. (2) The product is: [CH2:1]([O:8][C@H:9]1[C@H:14]([O:15][CH2:16][C:17]2[CH:18]=[CH:19][CH:20]=[CH:21][CH:22]=2)[C@@H:13]([O:23][CH2:24][C:25]2[CH:30]=[CH:29][CH:28]=[CH:27][CH:26]=2)[C@H:12]([C:31]2[CH:36]=[CH:35][C:34]([Cl:37])=[C:33]([CH2:38][C:39]3[CH:40]=[CH:41][C:42]([O:45][CH2:46][CH3:47])=[CH:43][CH:44]=3)[CH:32]=2)[O:11][C:10]1([CH2:48][OH:49])[CH3:50])[C:2]1[CH:3]=[CH:4][CH:5]=[CH:6][CH:7]=1. Given the reactants [CH2:1]([O:8][C@H:9]1[C@H:14]([O:15][CH2:16][C:17]2[CH:22]=[CH:21][CH:20]=[CH:19][CH:18]=2)[C@@H:13]([O:23][CH2:24][C:25]2[CH:30]=[CH:29][CH:28]=[CH:27][CH:26]=2)[C@H:12]([C:31]2[CH:36]=[CH:35][C:34]([Cl:37])=[C:33]([CH2:38][C:39]3[CH:44]=[CH:43][C:42]([O:45][CH2:46][CH3:47])=[CH:41][CH:40]=3)[CH:32]=2)[O:11][C:10]1([CH2:50]O)[CH2:48][OH:49])[C:2]1[CH:7]=[CH:6][CH:5]=[CH:4][CH:3]=1.[H-].[Al+3].[Li+].[H-].[H-].[H-], predict the reaction product. (3) Given the reactants C([Si](C)(C)[O:6][CH2:7][CH2:8][C:9]1[C:14]([CH2:15][CH3:16])=[CH:13][C:12]([C:17]2[N:22]=[C:21]([NH:23][C:24](=[O:29])[C:25]([CH3:28])([CH3:27])[CH3:26])[CH:20]=[CH:19][CH:18]=2)=[C:11]([O:30][CH3:31])[CH:10]=1)(C)(C)C.CCCC[N+](CCCC)(CCCC)CCCC.[F-], predict the reaction product. The product is: [CH2:15]([C:14]1[C:9]([CH2:8][CH2:7][OH:6])=[CH:10][C:11]([O:30][CH3:31])=[C:12]([C:17]2[N:22]=[C:21]([NH:23][C:24](=[O:29])[C:25]([CH3:28])([CH3:26])[CH3:27])[CH:20]=[CH:19][CH:18]=2)[CH:13]=1)[CH3:16]. (4) The product is: [CH2:33]([O:32][C:30](=[O:31])[CH2:29][O:28][C:22]1[CH:23]=[CH:24][C:25]([Cl:27])=[CH:26][C:21]=1[CH:12]1[C:13]2[C:18](=[CH:17][CH:16]=[CH:15][CH:14]=2)[CH2:19][CH2:20][NH:11]1)[CH3:34]. Given the reactants C(OC([N:11]1[CH2:20][CH2:19][C:18]2[C:13](=[CH:14][CH:15]=[CH:16][CH:17]=2)[CH:12]1[C:21]1[CH:26]=[C:25]([Cl:27])[CH:24]=[CH:23][C:22]=1[O:28][CH2:29][C:30]([O:32][CH2:33][CH3:34])=[O:31])=O)C1C=CC=CC=1, predict the reaction product. (5) The product is: [C:36]([CH2:6][CH2:7][C@H:8]1[C:20]2[C:19]3[C:18]([O:21][CH:22]4[CH2:27][CH2:26][CH:25]([NH:28][C:29](=[O:35])[O:30][C:31]([CH3:32])([CH3:34])[CH3:33])[CH2:24][CH2:23]4)=[N:17][CH:16]=[N:15][C:14]=3[S:13][C:12]=2[CH2:11][CH2:10][CH2:9]1)#[N:37]. Given the reactants CS(O[CH2:6][CH2:7][C@H:8]1[C:20]2[C:19]3[C:18]([O:21][CH:22]4[CH2:27][CH2:26][CH:25]([NH:28][C:29](=[O:35])[O:30][C:31]([CH3:34])([CH3:33])[CH3:32])[CH2:24][CH2:23]4)=[N:17][CH:16]=[N:15][C:14]=3[S:13][C:12]=2[CH2:11][CH2:10][CH2:9]1)(=O)=O.[C-:36]#[N:37].[Na+], predict the reaction product. (6) Given the reactants [F:1][C:2]1[C:7]([F:8])=[CH:6][CH:5]=[CH:4][C:3]=1[NH:9][C:10](=[O:22])[CH2:11][N:12]1[CH:16]=[C:15]([N:17]=CN(C)C)[CH:14]=[N:13]1.[NH4+].[OH-].OS(O)(=O)=O, predict the reaction product. The product is: [NH2:17][C:15]1[CH:14]=[N:13][N:12]([CH2:11][C:10]([NH:9][C:3]2[CH:4]=[CH:5][CH:6]=[C:7]([F:8])[C:2]=2[F:1])=[O:22])[CH:16]=1.